This data is from Reaction yield outcomes from USPTO patents with 853,638 reactions. The task is: Predict the reaction yield, written as a fraction of the theoretical maximum amount of product (1.0 means a 100% yield; for example, 0.34 means a 34% yield). (1) The reactants are Br[C:2]1[C:6](=[O:7])[C:5]([CH3:9])([CH3:8])[O:4][C:3]=1[C:10]1[CH:17]=[CH:16][C:13]([C:14]#[N:15])=[CH:12][CH:11]=1.CC1(C)C(C)(C)OB([C:26]2[CH:43]=[CH:42][C:29]([O:30][CH2:31][C:32]3[CH:41]=[CH:40][C:39]4[C:34](=[CH:35][CH:36]=[CH:37][CH:38]=4)[N:33]=3)=[CH:28][CH:27]=2)O1.C([O-])([O-])=O.[Cs+].[Cs+]. The catalyst is C1(C)C=CC=CC=1.O.C1C=CC(P(C2C=CC=CC=2)[C-]2C=CC=C2)=CC=1.C1C=CC(P(C2C=CC=CC=2)[C-]2C=CC=C2)=CC=1.Cl[Pd]Cl.[Fe+2]. The product is [CH3:8][C:5]1([CH3:9])[O:4][C:3]([C:10]2[CH:17]=[CH:16][C:13]([C:14]#[N:15])=[CH:12][CH:11]=2)=[C:2]([C:26]2[CH:27]=[CH:28][C:29]([O:30][CH2:31][C:32]3[CH:41]=[CH:40][C:39]4[C:34](=[CH:35][CH:36]=[CH:37][CH:38]=4)[N:33]=3)=[CH:42][CH:43]=2)[C:6]1=[O:7]. The yield is 0.610. (2) The reactants are [C:1]([C:3]1[CH:10]=[CH:9][C:6]([C:7]#[N:8])=[CH:5][CH:4]=1)#[CH:2].[Cl:11][C:12]1[CH:17]=[CH:16][C:15](I)=[CH:14][CH:13]=1.N1CCC[C@H]1C(O)=O.O=C1O[C@H]([C@H](CO)O)C(O)=C1O.[N-:39]=[N+:40]=[N-:41].[Na+].[O-]S([O-])(=O)=O.[Na+].[Na+]. The catalyst is CS(C)=O.O.[O-]S([O-])(=O)=O.[Cu+2]. The product is [Cl:11][C:12]1[CH:17]=[CH:16][C:15]([N:39]2[CH:2]=[C:1]([C:3]3[CH:10]=[CH:9][C:6]([C:7]#[N:8])=[CH:5][CH:4]=3)[N:41]=[N:40]2)=[CH:14][CH:13]=1. The yield is 0.480. (3) The reactants are [N:1]1([C:7]2[N:14]=[CH:13][CH:12]=[CH:11][C:8]=2[C:9]#[N:10])[CH2:6][CH2:5][NH:4][CH2:3][CH2:2]1.Cl[C:16]1[CH:21]=[C:20]([NH:22][CH:23]2[CH2:25][CH2:24]2)[N:19]2[N:26]=[CH:27][C:28]([CH:29]=[O:30])=[C:18]2[N:17]=1.C(=O)([O-])[O-].[K+].[K+]. The catalyst is CN(C=O)C. The product is [CH:23]1([NH:22][C:20]2[N:19]3[N:26]=[CH:27][C:28]([CH:29]=[O:30])=[C:18]3[N:17]=[C:16]([N:4]3[CH2:3][CH2:2][N:1]([C:7]4[N:14]=[CH:13][CH:12]=[CH:11][C:8]=4[C:9]#[N:10])[CH2:6][CH2:5]3)[CH:21]=2)[CH2:24][CH2:25]1. The yield is 0.350. (4) The reactants are [C:1]([O:5][C:6](=[O:32])[C@@H:7]([NH:12][C:13](=[O:31])[C:14]1[CH:19]=[CH:18][C:17]([NH:20][C:21]2[CH:26]=[CH:25][CH:24]=[CH:23][C:22]=2[Cl:27])=[C:16]([N+:28]([O-])=O)[CH:15]=1)[CH2:8][CH:9]([CH3:11])[CH3:10])([CH3:4])([CH3:3])[CH3:2].O.O.[Sn](Cl)Cl.O. The catalyst is C(OCC)(=O)C. The product is [C:1]([O:5][C:6](=[O:32])[C@@H:7]([NH:12][C:13](=[O:31])[C:14]1[CH:19]=[CH:18][C:17]([NH:20][C:21]2[CH:26]=[CH:25][CH:24]=[CH:23][C:22]=2[Cl:27])=[C:16]([NH2:28])[CH:15]=1)[CH2:8][CH:9]([CH3:11])[CH3:10])([CH3:3])([CH3:4])[CH3:2]. The yield is 0.790. (5) The reactants are [CH2:1]([O:8][C:9]([NH:11][C@H:12]([P:16](=[O:19])([OH:18])[OH:17])[CH:13]([CH3:15])[CH3:14])=[O:10])[C:2]1[CH:7]=[CH:6][CH:5]=[CH:4][CH:3]=1.S(Cl)(Cl)=O.[CH3:24][O:25][C:26](=[O:53])[CH:27]([C:29]1[CH:34]=[CH:33][CH:32]=[C:31]([NH:35][C:36]([NH:45][C:46]([O:48][C:49]([CH3:52])([CH3:51])[CH3:50])=[O:47])=[N:37][C:38]([O:40][C:41]([CH3:44])([CH3:43])[CH3:42])=[O:39])[CH:30]=1)O.C([O-])(O)=O.[Na+]. The catalyst is CN(C=O)C. The product is [CH3:24][O:25][C:26](=[O:53])[CH:27]([C:29]1[CH:34]=[CH:33][CH:32]=[C:31]([NH:35][C:36]([NH:45][C:46]([O:48][C:49]([CH3:52])([CH3:51])[CH3:50])=[O:47])=[N:37][C:38]([O:40][C:41]([CH3:44])([CH3:43])[CH3:42])=[O:39])[CH:30]=1)[O:19][P:16]([C@@H:12]([NH:11][C:9]([O:8][CH2:1][C:2]1[CH:3]=[CH:4][CH:5]=[CH:6][CH:7]=1)=[O:10])[CH:13]([CH3:15])[CH3:14])([OH:18])=[O:17]. The yield is 0.550. (6) The reactants are [Br:1][C:2]1[CH:7]=[CH:6][C:5]([C:8]2([C:11]([NH:13][NH:14]C(OC(C)(C)C)=O)=[O:12])[CH2:10][CH2:9]2)=[CH:4][CH:3]=1.Cl. The catalyst is CO. The product is [Br:1][C:2]1[CH:3]=[CH:4][C:5]([C:8]2([C:11]([NH:13][NH2:14])=[O:12])[CH2:10][CH2:9]2)=[CH:6][CH:7]=1. The yield is 0.730. (7) The reactants are F[C:2]1[CH:7]=[CH:6][C:5]([OH:8])=[CH:4][C:3]=1[N+:9]([O-:11])=[O:10].C(N(CC)C(C)C)(C)C.[CH3:21][O:22][C:23]1[CH:29]=[CH:28][C:26]([NH2:27])=[CH:25][CH:24]=1. The catalyst is CN1CCCC1=O.C(OCC)(=O)C. The product is [CH3:21][O:22][C:23]1[CH:29]=[CH:28][C:26]([NH:27][C:2]2[CH:7]=[CH:6][C:5]([OH:8])=[CH:4][C:3]=2[N+:9]([O-:11])=[O:10])=[CH:25][CH:24]=1. The yield is 0.670. (8) The reactants are I[C:2]1[CH:7]=[CH:6][CH:5]=[CH:4][CH:3]=1.[CH2:8]([O:15][C:16]1[CH:17]=[C:18]2[C:22](=[CH:23][CH:24]=1)[NH:21][CH:20]=[CH:19]2)[C:9]1[CH:14]=[CH:13][CH:12]=[CH:11][CH:10]=1.C([O-])([O-])=O.[Cs+].[Cs+]. The catalyst is CN(C=O)C.[Cu]I. The product is [CH2:8]([O:15][C:16]1[CH:17]=[C:18]2[C:22](=[CH:23][CH:24]=1)[N:21]([C:2]1[CH:7]=[CH:6][CH:5]=[CH:4][CH:3]=1)[CH:20]=[CH:19]2)[C:9]1[CH:10]=[CH:11][CH:12]=[CH:13][CH:14]=1. The yield is 0.490.